Dataset: Catalyst prediction with 721,799 reactions and 888 catalyst types from USPTO. Task: Predict which catalyst facilitates the given reaction. (1) Reactant: [C:1](/[C:3](=[C:7](/OCC)\[CH3:8])/[C:4](=[S:6])[NH2:5])#[N:2].[CH3:12][CH:13]1[CH2:18][CH2:17][CH2:16][NH:15][CH2:14]1.[CH3:19]OC(OC)N(C)C.[OH-].[Na+]. Product: [CH3:12][CH:13]1[CH2:18][CH2:17][CH2:16][N:15]([C:7]2[CH:8]=[CH:19][NH:5][C:4](=[S:6])[C:3]=2[C:1]#[N:2])[CH2:14]1. The catalyst class is: 8. (2) Reactant: [F:1][C:2]1[CH:7]=[CH:6][C:5]([O:8][CH3:9])=[C:4](Br)[CH:3]=1.[Li]CCCC.[CH2:16]([O:23][CH2:24][CH:25]1[O:27][CH2:26]1)[C:17]1[CH:22]=[CH:21][CH:20]=[CH:19][CH:18]=1. Product: [CH2:16]([O:23][CH2:24][C@@H:25]([OH:27])[CH2:26][C:4]1[CH:3]=[C:2]([F:1])[CH:7]=[CH:6][C:5]=1[O:8][CH3:9])[C:17]1[CH:22]=[CH:21][CH:20]=[CH:19][CH:18]=1. The catalyst class is: 7. (3) Reactant: [C:1]([O:5][C:6]([N:8]1[CH2:11][CH:10]([OH:12])[CH2:9]1)=[O:7])([CH3:4])([CH3:3])[CH3:2].C(N(CC)CC)C.[N+](C1C=CC([C:27](Cl)=[O:28])=CC=1)([O-])=O.[CH3:32][S:33]([C:36]1[CH:37]=[C:38]2[C:42](=[CH:43][CH:44]=1)[N:41]([C:45]1[CH:50]=[C:49]([O:51][CH:52]3[CH2:57][CH2:56][NH:55][CH2:54][CH2:53]3)[N:48]=[CH:47][N:46]=1)[CH2:40][CH2:39]2)(=[O:35])=[O:34]. Product: [C:1]([O:5][C:6]([N:8]1[CH2:11][CH:10]([O:12][C:27]([N:55]2[CH2:56][CH2:57][CH:52]([O:51][C:49]3[CH:50]=[C:45]([N:41]4[C:42]5[C:38](=[CH:37][C:36]([S:33]([CH3:32])(=[O:35])=[O:34])=[CH:44][CH:43]=5)[CH2:39][CH2:40]4)[N:46]=[CH:47][N:48]=3)[CH2:53][CH2:54]2)=[O:28])[CH2:9]1)=[O:7])([CH3:4])([CH3:2])[CH3:3]. The catalyst class is: 2. (4) Reactant: [CH2:1]([N:8]([CH2:23][C:24]1[CH:29]=[CH:28][CH:27]=[CH:26][CH:25]=1)[C:9]1[CH:10]=[C:11]([C:19](OC)=[O:20])[C:12]([C:15](OC)=[O:16])=[CH:13][CH:14]=1)[C:2]1[CH:7]=[CH:6][CH:5]=[CH:4][CH:3]=1.[H-].[Al+3].[Li+].[H-].[H-].[H-].[OH-].[Na+].O. Product: [CH2:23]([N:8]([CH2:1][C:2]1[CH:7]=[CH:6][CH:5]=[CH:4][CH:3]=1)[C:9]1[CH:14]=[CH:13][C:12]([CH2:15][OH:16])=[C:11]([CH2:19][OH:20])[CH:10]=1)[C:24]1[CH:25]=[CH:26][CH:27]=[CH:28][CH:29]=1. The catalyst class is: 1. (5) Reactant: [CH3:1][S:2]([NH:5][CH2:6][C:7]1[C:15]2[S:14](=[O:17])(=[O:16])[N:13]=[C:12]([CH2:18][C:19]([OH:21])=O)[NH:11][C:10]=2[S:9][CH:8]=1)(=[O:4])=[O:3].F[P-](F)(F)(F)(F)F.N1(OC(N(C)C)=[N+](C)C)C2N=CC=CC=2N=N1.CN1CCOCC1.C([O:55][C:56](=O)[CH2:57][CH:58]([CH:68]1[CH2:70][CH2:69]1)[NH:59][CH2:60][C:61]1[CH:66]=[CH:65][C:64]([F:67])=[CH:63][CH:62]=1)C.[O-]CC.[Na+].C(O)C. Product: [CH:68]1([CH:58]2[N:59]([CH2:60][C:61]3[CH:66]=[CH:65][C:64]([F:67])=[CH:63][CH:62]=3)[C:19](=[O:21])[C:18]([C:12]3[NH:11][C:10]4[S:9][CH:8]=[C:7]([CH2:6][NH:5][S:2]([CH3:1])(=[O:3])=[O:4])[C:15]=4[S:14](=[O:16])(=[O:17])[N:13]=3)=[C:56]([OH:55])[CH2:57]2)[CH2:70][CH2:69]1. The catalyst class is: 9. (6) Product: [O:23]=[S:2]1(=[O:1])[CH2:7][CH2:6][N:5]([CH2:8][CH2:9][N:10]([CH2:25][CH2:26][N:27]2[CH2:32][CH2:31][S:30](=[O:34])(=[O:33])[CH2:29][CH2:28]2)[S:11]([C:14]2[CH:19]=[CH:18][CH:17]=[CH:16][C:15]=2[N+:20]([O-:22])=[O:21])(=[O:12])=[O:13])[CH2:4][CH2:3]1. Reactant: [O:1]=[S:2]1(=[O:23])[CH2:7][CH2:6][N:5]([CH2:8][CH2:9][NH:10][S:11]([C:14]2[CH:19]=[CH:18][CH:17]=[CH:16][C:15]=2[N+:20]([O-:22])=[O:21])(=[O:13])=[O:12])[CH2:4][CH2:3]1.O[CH2:25][CH2:26][N:27]1[CH2:32][CH2:31][S:30](=[O:34])(=[O:33])[CH2:29][CH2:28]1.C1(P(C2C=CC=CC=2)C2C=CC=CC=2)C=CC=CC=1.N(C(OCC)=O)=NC(OCC)=O.C(O)(C(F)(F)F)=O. The catalyst class is: 1. (7) Reactant: [S:1]1[CH:5]=[C:4]([CH:6]([NH:10][C:11]2[CH:16]=[CH:15][CH:14]=[C:13]([C:17]([O:19][CH2:20][CH3:21])=[O:18])[CH:12]=2)[C:7]([OH:9])=[O:8])[C:3]2[CH:22]=[CH:23][CH:24]=[CH:25][C:2]1=2.C1C=CC2N(O)N=NC=2C=1.C1CCC(N=C=NC2CCCCC2)CC1.[N:51]12[CH2:58][CH2:57][CH:54]([CH2:55][CH2:56]1)[C@@H:53](O)[CH2:52]2. Product: [S:1]1[CH:5]=[C:4]([CH:6]([NH:10][C:11]2[CH:12]=[C:13]([CH:14]=[CH:15][CH:16]=2)[C:17]([O:19][CH2:20][CH3:21])=[O:18])[C:7](=[O:9])[O:8][C@@H:53]2[CH:54]3[CH2:57][CH2:58][N:51]([CH2:56][CH2:55]3)[CH2:52]2)[C:3]2[CH:22]=[CH:23][CH:24]=[CH:25][C:2]1=2. The catalyst class is: 1.